From a dataset of NCI-60 drug combinations with 297,098 pairs across 59 cell lines. Regression. Given two drug SMILES strings and cell line genomic features, predict the synergy score measuring deviation from expected non-interaction effect. (1) Drug 2: COC1=NC(=NC2=C1N=CN2C3C(C(C(O3)CO)O)O)N. Synergy scores: CSS=37.0, Synergy_ZIP=3.51, Synergy_Bliss=3.18, Synergy_Loewe=-32.8, Synergy_HSA=2.38. Drug 1: CC1=C2C(C(=O)C3(C(CC4C(C3C(C(C2(C)C)(CC1OC(=O)C(C(C5=CC=CC=C5)NC(=O)OC(C)(C)C)O)O)OC(=O)C6=CC=CC=C6)(CO4)OC(=O)C)OC)C)OC. Cell line: UACC62. (2) Synergy scores: CSS=34.5, Synergy_ZIP=4.08, Synergy_Bliss=6.45, Synergy_Loewe=2.95, Synergy_HSA=1.96. Drug 1: C1C(C(OC1N2C=NC3=C(N=C(N=C32)Cl)N)CO)O. Drug 2: CC(C)(C#N)C1=CC(=CC(=C1)CN2C=NC=N2)C(C)(C)C#N. Cell line: HT29. (3) Drug 1: C1=C(C(=O)NC(=O)N1)N(CCCl)CCCl. Drug 2: CC1=C(C=C(C=C1)NC(=O)C2=CC=C(C=C2)CN3CCN(CC3)C)NC4=NC=CC(=N4)C5=CN=CC=C5. Cell line: 786-0. Synergy scores: CSS=16.5, Synergy_ZIP=-1.44, Synergy_Bliss=-5.84, Synergy_Loewe=-5.50, Synergy_HSA=-4.70. (4) Drug 1: CNC(=O)C1=CC=CC=C1SC2=CC3=C(C=C2)C(=NN3)C=CC4=CC=CC=N4. Drug 2: C1=NNC2=C1C(=O)NC=N2. Cell line: RPMI-8226. Synergy scores: CSS=-8.29, Synergy_ZIP=7.11, Synergy_Bliss=2.97, Synergy_Loewe=-5.48, Synergy_HSA=-5.63. (5) Drug 1: CC1CCC2CC(C(=CC=CC=CC(CC(C(=O)C(C(C(=CC(C(=O)CC(OC(=O)C3CCCCN3C(=O)C(=O)C1(O2)O)C(C)CC4CCC(C(C4)OC)O)C)C)O)OC)C)C)C)OC. Drug 2: C1C(C(OC1N2C=NC(=NC2=O)N)CO)O. Cell line: HL-60(TB). Synergy scores: CSS=11.1, Synergy_ZIP=-2.80, Synergy_Bliss=-1.50, Synergy_Loewe=-3.42, Synergy_HSA=-1.70. (6) Drug 1: C1=NC(=NC(=O)N1C2C(C(C(O2)CO)O)O)N. Drug 2: CC1C(C(CC(O1)OC2CC(OC(C2O)C)OC3=CC4=CC5=C(C(=O)C(C(C5)C(C(=O)C(C(C)O)O)OC)OC6CC(C(C(O6)C)O)OC7CC(C(C(O7)C)O)OC8CC(C(C(O8)C)O)(C)O)C(=C4C(=C3C)O)O)O)O. Cell line: ACHN. Synergy scores: CSS=64.0, Synergy_ZIP=-6.22, Synergy_Bliss=-3.47, Synergy_Loewe=-1.39, Synergy_HSA=-1.50. (7) Drug 1: CC12CCC3C(C1CCC2NC(=O)OCC(F)(F)F)CCC4C3(C=CC(=O)N4C)C. Drug 2: CCC1(CC2CC(C3=C(CCN(C2)C1)C4=CC=CC=C4N3)(C5=C(C=C6C(=C5)C78CCN9C7C(C=CC9)(C(C(C8N6C)(C(=O)OC)O)OC(=O)C)CC)OC)C(=O)OC)O. Cell line: NCIH23. Synergy scores: CSS=52.3, Synergy_ZIP=-4.65, Synergy_Bliss=-11.4, Synergy_Loewe=-11.4, Synergy_HSA=-9.08.